From a dataset of Forward reaction prediction with 1.9M reactions from USPTO patents (1976-2016). Predict the product of the given reaction. Given the reactants Cl[C:2]1N=[C:6]([C:8]([F:14])([F:13])[C:9]([F:12])([F:11])[F:10])[CH:5]=[CH:4][N:3]=1.[CH3:15][C:16]1[CH:17]=C([CH:20]=[C:21]([C:23]2[S:27][CH:26]=[N:25][CH:24]=2)[CH:22]=1)N.[CH3:28][C:29]1(C)C2C(=C(P(C3C=CC=CC=3)C3C=CC=CC=3)C=CC=2)OC2C(P(C3C=CC=CC=3)C3C=CC=CC=3)=CC=C[C:30]1=2.C([O-])([O-])=O.[Cs+].[Cs+], predict the reaction product. The product is: [CH3:15][C:16]1[CH:17]=[C:2]([CH:20]=[C:21]([C:23]2[S:27][CH:26]=[N:25][CH:24]=2)[CH:22]=1)[NH:3][C:4]1[CH:30]=[CH:29][CH:28]=[C:6]([C:8]([F:14])([F:13])[C:9]([F:12])([F:11])[F:10])[CH:5]=1.